Dataset: Forward reaction prediction with 1.9M reactions from USPTO patents (1976-2016). Task: Predict the product of the given reaction. Given the reactants [F:1][C:2]1[CH:3]=[C:4]([C:9]2[CH:10]=[C:11]([CH3:27])[C:12]([CH3:26])=[C:13]([CH2:15][NH:16][C:17]3[C:18]([F:25])=[C:19]([OH:24])[CH:20]=[CH:21][C:22]=3[F:23])[CH:14]=2)[CH:5]=[CH:6][C:7]=1[F:8].C([O-])([O-])=O.[Cs+].[Cs+].Br[CH2:35][C:36]([O:38][CH:39]([CH3:41])[CH3:40])=[O:37].O, predict the reaction product. The product is: [F:1][C:2]1[CH:3]=[C:4]([C:9]2[CH:10]=[C:11]([CH3:27])[C:12]([CH3:26])=[C:13]([CH2:15][NH:16][C:17]3[C:18]([F:25])=[C:19]([CH:20]=[CH:21][C:22]=3[F:23])[O:24][CH2:35][C:36]([O:38][CH:39]([CH3:41])[CH3:40])=[O:37])[CH:14]=2)[CH:5]=[CH:6][C:7]=1[F:8].